From a dataset of Full USPTO retrosynthesis dataset with 1.9M reactions from patents (1976-2016). Predict the reactants needed to synthesize the given product. Given the product [F:1][C:2]1[CH:52]=[N:51][C:5]2[N:6]([C:37]3[CH:38]=[C:39]([C:43]4[CH:48]=[CH:47][C:46]([CH2:59][N:53]5[CH2:54][CH2:55][NH:56][CH2:57][CH2:58]5)=[CH:45][CH:44]=4)[CH:40]=[CH:41][CH:42]=3)[C:7](=[O:36])[N:8]([C@H:11]3[CH2:12][CH2:13][C@@H:14]([NH:17][CH2:25][C:26]4[N:27]=[C:28]5[CH:33]=[CH:32][C:31]([F:34])=[CH:30][N:29]5[CH:35]=4)[CH2:15][CH2:16]3)[C:9](=[O:10])[C:4]=2[CH:3]=1, predict the reactants needed to synthesize it. The reactants are: [F:1][C:2]1[CH:52]=[N:51][C:5]2[N:6]([C:37]3[CH:38]=[C:39]([C:43]4[CH:48]=[CH:47][C:46](C=O)=[CH:45][CH:44]=4)[CH:40]=[CH:41][CH:42]=3)[C:7](=[O:36])[N:8]([C@@H:11]3[CH2:16][CH2:15][C@H:14]([N:17]([CH2:25][C:26]4[N:27]=[C:28]5[CH:33]=[CH:32][C:31]([F:34])=[CH:30][N:29]5[CH:35]=4)C(=O)OC(C)(C)C)[CH2:13][CH2:12]3)[C:9](=[O:10])[C:4]=2[CH:3]=1.[N:53]1([C:59](OC(C)(C)C)=O)[CH2:58][CH2:57][NH:56][CH2:55][CH2:54]1.C(O[BH-](OC(=O)C)OC(=O)C)(=O)C.[Na+].CO.